From a dataset of Forward reaction prediction with 1.9M reactions from USPTO patents (1976-2016). Predict the product of the given reaction. (1) The product is: [Cl:1][C:2]1[C:3]([NH:13][C:14]2[CH:19]=[N:18][CH:17]=[C:16]([C:20]3[CH:25]=[CH:24][C:23]([OH:26])=[CH:22][CH:21]=3)[N:15]=2)=[CH:4][C:5]([O:11][CH3:12])=[C:6]([CH:10]=1)[C:7]([NH:35][CH2:28][CH2:27][N:29]([CH2:32][CH3:33])[CH2:30][CH3:31])=[O:9]. Given the reactants [Cl:1][C:2]1[C:3]([NH:13][C:14]2[CH:19]=[N:18][CH:17]=[C:16]([C:20]3[CH:25]=[CH:24][C:23]([OH:26])=[CH:22][CH:21]=3)[N:15]=2)=[CH:4][C:5]([O:11][CH3:12])=[C:6]([CH:10]=1)[C:7]([OH:9])=O.[CH2:27]([N:29]([CH2:32][CH3:33])[CH2:30][CH3:31])[CH3:28].C[N:35](C(ON1N=NC2C=CC=CC1=2)=[N+](C)C)C.[B-](F)(F)(F)F, predict the reaction product. (2) Given the reactants [C:1]([C:4]1[CH:5]=[C:6]([C:10]2[N:11]=[CH:12][N:13]([C:15]([N:17]([CH:19]3[CH2:24][CH2:23][N:22]([C:25]4[CH:30]=[CH:29][CH:28]=[CH:27][C:26]=4[O:31][CH3:32])[CH2:21][CH2:20]3)[CH3:18])=[O:16])[CH:14]=2)[CH:7]=[CH:8][CH:9]=1)(=[O:3])[NH2:2].[ClH:33].C(OCC)C, predict the reaction product. The product is: [ClH:33].[C:1]([C:4]1[CH:5]=[C:6]([C:10]2[N:11]=[CH:12][N:13]([C:15]([N:17]([CH:19]3[CH2:20][CH2:21][N:22]([C:25]4[CH:30]=[CH:29][CH:28]=[CH:27][C:26]=4[O:31][CH3:32])[CH2:23][CH2:24]3)[CH3:18])=[O:16])[CH:14]=2)[CH:7]=[CH:8][CH:9]=1)(=[O:3])[NH2:2]. (3) Given the reactants [Cl:1][C:2]1[CH:15]=[CH:14][C:13]([N+:16]([O-])=O)=[CH:12][C:3]=1[CH2:4][O:5][C:6]1[CH:7]=[N:8][CH:9]=[CH:10][CH:11]=1, predict the reaction product. The product is: [Cl:1][C:2]1[CH:15]=[CH:14][C:13]([NH2:16])=[CH:12][C:3]=1[CH2:4][O:5][C:6]1[CH:7]=[N:8][CH:9]=[CH:10][CH:11]=1.